Dataset: Catalyst prediction with 721,799 reactions and 888 catalyst types from USPTO. Task: Predict which catalyst facilitates the given reaction. The catalyst class is: 47. Reactant: Br[C:2]1[C:3]([C:10]2[CH:15]=[CH:14][N:13]=[CH:12][CH:11]=2)=[N:4][N:5]([CH2:7][CH2:8][OH:9])[CH:6]=1.[CH2:16]([O:23]/[N:24]=[C:25]1\[CH2:26][CH2:27][C:28]2[C:33]\1=[CH:32][CH:31]=[C:30](B(O)O)[CH:29]=2)[C:17]1[CH:22]=[CH:21][CH:20]=[CH:19][CH:18]=1.C(=O)([O-])[O-].[K+].[K+]. Product: [CH2:16]([O:23]/[N:24]=[C:25]1\[CH2:26][CH2:27][C:28]2[C:33]\1=[CH:32][CH:31]=[C:30]([C:2]1[C:3]([C:10]3[CH:15]=[CH:14][N:13]=[CH:12][CH:11]=3)=[N:4][N:5]([CH2:7][CH2:8][OH:9])[CH:6]=1)[CH:29]=2)[C:17]1[CH:18]=[CH:19][CH:20]=[CH:21][CH:22]=1.